Dataset: Catalyst prediction with 721,799 reactions and 888 catalyst types from USPTO. Task: Predict which catalyst facilitates the given reaction. (1) Reactant: C(OC([N:8]([C:16]1[C:20]2[CH:21]=[C:22]([Cl:37])[C:23]([CH2:25][O:26][C:27]3[CH:36]=[CH:35][C:34]4[CH2:33][CH2:32][CH2:31][CH2:30][C:29]=4[CH:28]=3)=[CH:24][C:19]=2[O:18][N:17]=1)C(=O)OC(C)(C)C)=O)(C)(C)C.FC(F)(F)C(O)=O. Product: [Cl:37][C:22]1[C:23]([CH2:25][O:26][C:27]2[CH:36]=[CH:35][C:34]3[CH2:33][CH2:32][CH2:31][CH2:30][C:29]=3[CH:28]=2)=[CH:24][C:19]2[O:18][N:17]=[C:16]([NH2:8])[C:20]=2[CH:21]=1. The catalyst class is: 2. (2) Reactant: [I:1][C:2]1[CH:3]=[C:4]([CH:6]=[CH:7][CH:8]=1)[NH2:5].[CH2:9]([O:11][C:12](=[O:26])[CH:13]([C:18](=O)[C:19]1[CH:24]=[CH:23][CH:22]=[CH:21][CH:20]=1)[CH2:14][C:15](=O)[CH3:16])[CH3:10].CC1C=CC(S(O)(=O)=O)=CC=1. Product: [CH2:9]([O:11][C:12]([C:13]1[CH:14]=[C:15]([CH3:16])[N:5]([C:4]2[CH:6]=[CH:7][CH:8]=[C:2]([I:1])[CH:3]=2)[C:18]=1[C:19]1[CH:20]=[CH:21][CH:22]=[CH:23][CH:24]=1)=[O:26])[CH3:10]. The catalyst class is: 511.